This data is from Catalyst prediction with 721,799 reactions and 888 catalyst types from USPTO. The task is: Predict which catalyst facilitates the given reaction. (1) The catalyst class is: 2. Reactant: [F:1][C:2]([F:32])([F:31])[C:3]1[CH:4]=[N:5][C:6]2[CH2:7][CH2:8][N:9]([C:13]([C@:15]34[CH2:22][C@H:21]([NH:23]C(=O)OC(C)(C)C)[CH2:20][C@H:16]3[O:17][CH2:18][CH2:19]4)=[O:14])[CH2:10][C:11]=2[CH:12]=1.C(O)(C(F)(F)F)=O. Product: [NH2:23][C@@H:21]1[CH2:20][C@H:16]2[O:17][CH2:18][CH2:19][C@@:15]2([C:13]([N:9]2[CH2:8][CH2:7][C:6]3[N:5]=[CH:4][C:3]([C:2]([F:32])([F:31])[F:1])=[CH:12][C:11]=3[CH2:10]2)=[O:14])[CH2:22]1. (2) Reactant: [CH3:1][C:2]1[CH:40]=[C:39]([CH3:41])[CH:38]=[CH:37][C:3]=1[C:4]([O:6][CH2:7][C:8]1[CH:13]=[CH:12][C:11]([C@@H:14]([CH2:28][NH:29]C(OC(C)(C)C)=O)[C:15]([NH:17][C:18]2[CH:19]=[C:20]3[C:25](=[CH:26][CH:27]=2)[CH:24]=[N:23][CH:22]=[CH:21]3)=[O:16])=[CH:10][CH:9]=1)=[O:5].[ClH:42]. Product: [ClH:42].[ClH:42].[CH3:1][C:2]1[CH:40]=[C:39]([CH3:41])[CH:38]=[CH:37][C:3]=1[C:4]([O:6][CH2:7][C:8]1[CH:9]=[CH:10][C:11]([C@H:14]([CH2:28][NH2:29])[C:15]([NH:17][C:18]2[CH:19]=[C:20]3[C:25](=[CH:26][CH:27]=2)[CH:24]=[N:23][CH:22]=[CH:21]3)=[O:16])=[CH:12][CH:13]=1)=[O:5]. The catalyst class is: 2. (3) Reactant: [C:1]1([C:16]2[CH:21]=[CH:20][CH:19]=[CH:18][CH:17]=2)[CH:6]=[CH:5][C:4]([CH:7]([S:12]([NH2:15])(=[O:14])=[O:13])[C:8]([OH:11])([CH3:10])[CH3:9])=[CH:3][CH:2]=1.[CH2:22]([O:24][C:25](OCC)(OCC)OCC)[CH3:23]. Product: [C:1]1([C:16]2[CH:17]=[CH:18][CH:19]=[CH:20][CH:21]=2)[CH:2]=[CH:3][C:4]([CH:7]2[C:8]([CH3:9])([CH3:10])[O:11][C:25]([O:24][CH2:22][CH3:23])=[N:15][S:12]2(=[O:13])=[O:14])=[CH:5][CH:6]=1. The catalyst class is: 15. (4) Reactant: C(=O)([O-])[O-].[Cs+].[Cs+].[OH:7][C:8]1[CH:9]=[C:10]([CH:13]=[CH:14][C:15]=1[O:16][CH2:17][CH2:18][C:19]1[CH:24]=[CH:23][CH:22]=[CH:21][CH:20]=1)[CH:11]=[O:12].[N:25]1[CH:30]=[CH:29][CH:28]=[CH:27][C:26]=1[CH2:31]Cl. Product: [N:25]1[CH:30]=[CH:29][CH:28]=[CH:27][C:26]=1[CH2:31][O:7][C:8]1[CH:9]=[C:10]([CH:13]=[CH:14][C:15]=1[O:16][CH2:17][CH2:18][C:19]1[CH:24]=[CH:23][CH:22]=[CH:21][CH:20]=1)[CH:11]=[O:12]. The catalyst class is: 711. (5) Reactant: [Si:1]([O:8][CH:9]1[CH2:14][CH2:13][CH:12]([NH:15][C:16]2[CH:21]=[CH:20][CH:19]=[CH:18][C:17]=2I)[CH2:11][CH2:10]1)([C:4]([CH3:7])([CH3:6])[CH3:5])([CH3:3])[CH3:2].[CH:23]1([C:26]#[CH:27])[CH2:25][CH2:24]1. Product: [Si:1]([O:8][CH:9]1[CH2:14][CH2:13][CH:12]([NH:15][C:16]2[CH:21]=[CH:20][CH:19]=[CH:18][C:17]=2[C:27]#[C:26][CH:23]2[CH2:25][CH2:24]2)[CH2:11][CH2:10]1)([C:4]([CH3:7])([CH3:6])[CH3:5])([CH3:3])[CH3:2]. The catalyst class is: 337. (6) Reactant: [F:1][C:2]1[CH:3]=[C:4]2[C:8](=[CH:9][CH:10]=1)[NH:7][C:6](=[O:11])[C:5]2=[N:12][N:13]=[CH:14][C:15]1[NH:19][C:18]([CH3:20])=[C:17]([C:21]([NH:23][CH2:24][CH2:25][CH2:26][CH2:27][C:28](O)=[O:29])=[O:22])[C:16]=1[CH3:31].Cl.C(N=C=NCCCN(C)C)C.OC1C2N=NNC=2C=CC=1.C(N(CC)CC)C.[F:61][C:62]1[CH:67]=[CH:66][C:65]([NH2:68])=[C:64]([NH2:69])[CH:63]=1. Product: [F:1][C:2]1[CH:3]=[C:4]2[C:8](=[CH:9][CH:10]=1)[NH:7][C:6](=[O:11])[C:5]2=[N:12][N:13]=[CH:14][C:15]1[NH:19][C:18]([CH3:20])=[C:17]([C:21]([NH:23][CH2:24][CH2:25][CH2:26][CH2:27][C:28]([NH:68][C:65]2[CH:66]=[CH:67][C:62]([F:61])=[CH:63][C:64]=2[NH2:69])=[O:29])=[O:22])[C:16]=1[CH3:31]. The catalyst class is: 650. (7) Reactant: [F:1][C:2]1[CH:7]=[CH:6][CH:5]=[CH:4][C:3]=1[C:8]1[CH:12]=[C:11]([CH2:13][OH:14])[O:10][N:9]=1.[Cr](Cl)([O-])(=O)=O.[NH+]1C=CC=CC=1. Product: [F:1][C:2]1[CH:7]=[CH:6][CH:5]=[CH:4][C:3]=1[C:8]1[CH:12]=[C:11]([CH:13]=[O:14])[O:10][N:9]=1. The catalyst class is: 2. (8) Reactant: [Cl:1][C:2]1[N:3]=[C:4]([N:11]2[CH2:16][CH2:15][O:14][CH2:13][CH2:12]2)[C:5]2[S:10][CH:9]=[CH:8][C:6]=2[N:7]=1.C([Li])CCC.CCCCCC.CN([CH:31]=[O:32])C. Product: [Cl:1][C:2]1[N:3]=[C:4]([N:11]2[CH2:16][CH2:15][O:14][CH2:13][CH2:12]2)[C:5]2[S:10][C:9]([CH:31]=[O:32])=[CH:8][C:6]=2[N:7]=1. The catalyst class is: 1.